From a dataset of Catalyst prediction with 721,799 reactions and 888 catalyst types from USPTO. Predict which catalyst facilitates the given reaction. (1) Product: [CH3:1][C@H:2]1[CH2:6][CH2:5][CH2:4][N:3]1[CH:7]1[CH2:11][CH2:10][C@H:9]([C:12]2[CH:17]=[CH:16][C:15]([NH:18][C:28]([CH:25]3[CH2:24][CH2:23][N:22]([C:19](=[O:21])[CH3:20])[CH2:27][CH2:26]3)=[O:29])=[CH:14][CH:13]=2)[CH2:8]1. Reactant: [CH3:1][C@H:2]1[CH2:6][CH2:5][CH2:4][N:3]1[CH:7]1[CH2:11][CH2:10][C@H:9]([C:12]2[CH:17]=[CH:16][C:15]([NH2:18])=[CH:14][CH:13]=2)[CH2:8]1.[C:19]([N:22]1[CH2:27][CH2:26][CH:25]([C:28](Cl)=[O:29])[CH2:24][CH2:23]1)(=[O:21])[CH3:20].N1C=CC=CC=1.N.CO. The catalyst class is: 279. (2) Reactant: C(O)(C(F)(F)F)=O.[F:8][C:9]([F:41])([F:40])[C:10]1[N:14]2[N:15]=[C:16]([N:19]3[CH2:24][CH2:23][N:22]([CH2:25][C:26]4[CH:31]=[CH:30][C:29]([NH:32]C(=O)OC(C)(C)C)=[CH:28][CH:27]=4)[CH2:21][CH2:20]3)[CH:17]=[CH:18][C:13]2=[N:12][N:11]=1. Product: [F:41][C:9]([F:8])([F:40])[C:10]1[N:14]2[N:15]=[C:16]([N:19]3[CH2:20][CH2:21][N:22]([CH2:25][C:26]4[CH:31]=[CH:30][C:29]([NH2:32])=[CH:28][CH:27]=4)[CH2:23][CH2:24]3)[CH:17]=[CH:18][C:13]2=[N:12][N:11]=1. The catalyst class is: 2. (3) Reactant: [CH2:1]([O:5][CH2:6][CH2:7][O:8][C:9]1[CH:14]=[CH:13][C:12]([C:15]2[CH:16]=[CH:17][C:18]3[N:24]([CH2:25][CH:26]([CH3:28])[CH3:27])[CH2:23][CH2:22][C:21]([C:29]([NH:31][C:32]4[CH:37]=[CH:36][C:35]([S:38][CH2:39][C:40]5[N:41]([CH2:45][CH2:46][CH2:47][C:48]([N:50]([CH3:52])[CH3:51])=[O:49])[CH:42]=[CH:43][N:44]=5)=[CH:34][CH:33]=4)=[O:30])=[CH:20][C:19]=3[CH:53]=2)=[CH:11][CH:10]=1)[CH2:2][CH2:3][CH3:4].ClC1C=CC=C(C(OO)=[O:62])C=1.S([O-])([O-])(=O)=S.[Na+].[Na+]. Product: [CH2:1]([O:5][CH2:6][CH2:7][O:8][C:9]1[CH:10]=[CH:11][C:12]([C:15]2[CH:16]=[CH:17][C:18]3[N:24]([CH2:25][CH:26]([CH3:27])[CH3:28])[CH2:23][CH2:22][C:21]([C:29]([NH:31][C:32]4[CH:37]=[CH:36][C:35]([S:38]([CH2:39][C:40]5[N:41]([CH2:45][CH2:46][CH2:47][C:48]([N:50]([CH3:52])[CH3:51])=[O:49])[CH:42]=[CH:43][N:44]=5)=[O:62])=[CH:34][CH:33]=4)=[O:30])=[CH:20][C:19]=3[CH:53]=2)=[CH:13][CH:14]=1)[CH2:2][CH2:3][CH3:4]. The catalyst class is: 4. (4) Reactant: [C:1]([O:6][CH2:7][CH3:8])(=S)[C:2]([NH2:4])=O.[OH2:9].[NH2:10][NH2:11].O.[N:13]1[CH:18]=[CH:17][C:16]([C:19](=O)[C:20]([O:22]CC)=O)=[CH:15][CH:14]=1. Product: [O:22]=[C:20]1[C:19]([C:16]2[CH:17]=[CH:18][N:13]=[CH:14][CH:15]=2)=[N:11][NH:10][C:2]([C:1]([O:6][CH2:7][CH3:8])=[O:9])=[N:4]1. The catalyst class is: 8. (5) Reactant: C(O[BH-](OC(=O)C)OC(=O)C)(=O)C.[Na+].[F:15][C:16]([F:52])([F:51])[C:17]1[CH:18]=[C:19]([CH:44]=[C:45]([C:47]([F:50])([F:49])[F:48])[CH:46]=1)[CH2:20][N:21]([C:38]1[N:39]=[N:40][N:41]([CH3:43])[N:42]=1)[C@H:22]1[CH2:28][CH2:27][CH2:26][NH:25][C:24]2[CH:29]=[C:30]([C:34]([F:37])([F:36])[F:35])[C:31]([CH3:33])=[CH:32][C:23]1=2.[CH2:53]([N:60]1[CH2:65][CH2:64][C:63](=O)[CH2:62][CH2:61]1)[C:54]1[CH:59]=[CH:58][CH:57]=[CH:56][CH:55]=1.C(O)(=O)C. Product: [CH2:53]([N:60]1[CH2:65][CH2:64][CH:63]([N:25]2[CH2:26][CH2:27][CH2:28][C@H:22]([N:21]([CH2:20][C:19]3[CH:44]=[C:45]([C:47]([F:50])([F:48])[F:49])[CH:46]=[C:17]([C:16]([F:51])([F:15])[F:52])[CH:18]=3)[C:38]3[N:39]=[N:40][N:41]([CH3:43])[N:42]=3)[C:23]3[CH:32]=[C:31]([CH3:33])[C:30]([C:34]([F:35])([F:36])[F:37])=[CH:29][C:24]2=3)[CH2:62][CH2:61]1)[C:54]1[CH:59]=[CH:58][CH:57]=[CH:56][CH:55]=1. The catalyst class is: 245. (6) Reactant: [Cl:1][C:2]1[CH:23]=[C:22]([O:24][CH2:25][CH:26]=[C:27]([Cl:29])[Cl:28])[CH:21]=[C:20]([Cl:30])[C:3]=1[O:4][CH2:5][CH2:6][CH2:7][O:8][C:9]1[CH:10]=[C:11]2[C:16](=[CH:17][CH:18]=1)[C:15](=O)[CH2:14][CH2:13][CH2:12]2.C([O-])(=O)C.[Na+].Cl.[CH3:37][O:38][NH2:39].O. Product: [CH3:37][O:38][N:39]=[C:15]1[C:16]2[C:11](=[CH:10][C:9]([O:8][CH2:7][CH2:6][CH2:5][O:4][C:3]3[C:2]([Cl:1])=[CH:23][C:22]([O:24][CH2:25][CH:26]=[C:27]([Cl:28])[Cl:29])=[CH:21][C:20]=3[Cl:30])=[CH:18][CH:17]=2)[CH2:12][CH2:13][CH2:14]1. The catalyst class is: 8.